This data is from NCI-60 drug combinations with 297,098 pairs across 59 cell lines. The task is: Regression. Given two drug SMILES strings and cell line genomic features, predict the synergy score measuring deviation from expected non-interaction effect. (1) Drug 1: CC1C(C(CC(O1)OC2CC(CC3=C2C(=C4C(=C3O)C(=O)C5=C(C4=O)C(=CC=C5)OC)O)(C(=O)CO)O)N)O.Cl. Drug 2: C1CC(=O)NC(=O)C1N2CC3=C(C2=O)C=CC=C3N. Cell line: SW-620. Synergy scores: CSS=3.72, Synergy_ZIP=0.0623, Synergy_Bliss=1.28, Synergy_Loewe=-0.368, Synergy_HSA=0.484. (2) Drug 1: CC1=C(N=C(N=C1N)C(CC(=O)N)NCC(C(=O)N)N)C(=O)NC(C(C2=CN=CN2)OC3C(C(C(C(O3)CO)O)O)OC4C(C(C(C(O4)CO)O)OC(=O)N)O)C(=O)NC(C)C(C(C)C(=O)NC(C(C)O)C(=O)NCCC5=NC(=CS5)C6=NC(=CS6)C(=O)NCCC[S+](C)C)O. Drug 2: N.N.Cl[Pt+2]Cl. Cell line: OVCAR3. Synergy scores: CSS=51.5, Synergy_ZIP=3.63, Synergy_Bliss=8.05, Synergy_Loewe=1.70, Synergy_HSA=4.53. (3) Synergy scores: CSS=9.36, Synergy_ZIP=0.801, Synergy_Bliss=3.53, Synergy_Loewe=-5.51, Synergy_HSA=-4.65. Cell line: HCT116. Drug 1: C(CC(=O)O)C(=O)CN.Cl. Drug 2: COCCOC1=C(C=C2C(=C1)C(=NC=N2)NC3=CC=CC(=C3)C#C)OCCOC.Cl. (4) Drug 1: C1CCC(CC1)NC(=O)N(CCCl)N=O. Drug 2: CCC1(C2=C(COC1=O)C(=O)N3CC4=CC5=C(C=CC(=C5CN(C)C)O)N=C4C3=C2)O.Cl. Cell line: MOLT-4. Synergy scores: CSS=83.1, Synergy_ZIP=-3.46, Synergy_Bliss=-4.15, Synergy_Loewe=-8.35, Synergy_HSA=-2.70. (5) Synergy scores: CSS=-2.35, Synergy_ZIP=1.02, Synergy_Bliss=-1.84, Synergy_Loewe=-35.2, Synergy_HSA=-7.03. Drug 1: C1CN(P(=O)(OC1)NCCCl)CCCl. Cell line: NCIH23. Drug 2: C1C(C(OC1N2C=NC(=NC2=O)N)CO)O.